This data is from Experimentally validated miRNA-target interactions with 360,000+ pairs, plus equal number of negative samples. The task is: Binary Classification. Given a miRNA mature sequence and a target amino acid sequence, predict their likelihood of interaction. (1) The miRNA is mmu-miR-92a-3p with sequence UAUUGCACUUGUCCCGGCCUG. The protein sequence of the target gene is MNWTAATCWALLLAAAFLCDSCSAKGGRGGARGSARGVRGGARGASRVRVRPAPRYGSSLRVAAAGAAAGAAAGVAAGLATGSGWRRTSGPGELGLEDDENGAMGGNGTDRGVYSYWAWTSGSGSVHSPRICLLLGGTLGALELLRP. Result: 0 (no interaction). (2) The miRNA is hsa-miR-572 with sequence GUCCGCUCGGCGGUGGCCCA. The protein sequence of the target gene is MPKKKPTPIQLNPAPDGSAVNGTSSAETNLEALQKKLEELELDEQQRKRLEAFLTQKQKVGELKDDDFEKISELGAGNGGVVFKVSHKPSGLVMARKLIHLEIKPAIRNQIIRELQVLHECNSPYIVGFYGAFYSDGEISICMEHMDGGSLDQVLKKAGRIPEQILGKVSIAVIKGLTYLREKHKIMHRDVKPSNILVNSRGEIKLCDFGVSGQLIDSMANSFVGTRSYMSPERLQGTHYSVQSDIWSMGLSLVEMAVGRYPIPPPDAKELELLFGCHVEGDAAETPPRPRTPGRPLSSY.... Result: 0 (no interaction). (3) The miRNA is mmu-miR-706 with sequence AGAGAAACCCUGUCUCAAAAAA. The protein sequence of the target gene is MPPILQRLQQSTKMMSHRKILLLVLGCSTVSLLIHQGSQLSWYPKLFPLSCPPLRESPPRAKHMAVAFLKTHKTAGTTVQNILFRFAERHNLTVALPHPSCEHQFCYPRNFSAHFVHPATRPPHMLASHLRFDRAELERLMPPDTIYVTILREPAAMFESLFSYYNQYCPAFRRVPNASLETFLRAPEAYYRPGEHFAMFAHNTLAYDLGGDNERSPRDDAAYLAGLIRQVEEVFSLVMIAEYFDESLVLLRRLLAWDLDDVLYAKLNARAASSRLATIPEALARAARTWNALDAGLYDH.... Result: 1 (interaction). (4) The miRNA is hsa-miR-6716-3p with sequence UCCGAACUCUCCAUUCCUCUGC. The protein sequence of the target gene is MAARIGYYEIDRTIGKGNFAVVKRATHLVTKAKVAIKIIDKSQLDEENLKKIFREVQIMKMLCHPHIIRLYQVMETERMIYLVTEYASGGEIFDHLVAHGRMAEKEARRKFKQIVTAVYFCHCRNIVHRDLKAENLLLDANLNIKIADFGFSNLFTPGQLLKTWCGSPPYAAPELFEGKEYDGPKVDIWSLGVVLYVLVCGALPFDGSTLQNLRARVLSGKFRIPFFMSTECEHLIRHMLVLDPNKRLSMEQICRHKWMKLGDADPNFDRLIAECQQLKEERQSDPLNDDVLLAMEDMGL.... Result: 0 (no interaction). (5) The miRNA is hsa-miR-6779-5p with sequence CUGGGAGGGGCUGGGUUUGGC. Result: 1 (interaction). The protein sequence of the target gene is MADEIAKAQVARPGGDTIFGKIIRKEIPAKIIFEDDRCLAFHDISPQAPTHFLVIPKKHISQISVAEDDDESLLGHLMIVGKKCAADLGLNKGYRMVVNEGSDGGQSVYHVHLHVLGGRQMHWPPG. (6) The miRNA is hsa-miR-4263 with sequence AUUCUAAGUGCCUUGGCC. The protein sequence of the target gene is MGCNPPYHLSYRLRLLLLFTLCLTVVGWATSNYFVGAIQVIPKAKDFMASFHKVIHLGNEETLGHDGATKKPELANCPSVSPNLRGQSKLVFKPDLTLEEIEAENPKVSRGRYHPEECKALQRVAILIPHRNREKHLIYLLEHLHPFLQRQQLDYGIYIIHQTGSKKFNRAKLLNVGYLEALKEENWDCFVFHDVDLVPENDFNLYTCGDQPKHLVVGRNSTGYRLRYSKYFGGVTALSREQFLKVNGFSNNYWGWGGEDDDLRLRVELHKMKISRPKPDVGKYTMIFHTRDKGNEVNMG.... Result: 0 (no interaction).